Dataset: Forward reaction prediction with 1.9M reactions from USPTO patents (1976-2016). Task: Predict the product of the given reaction. (1) Given the reactants [Br:1]Br.[C:3]([C:6]1[CH:17]=[CH:16][CH:15]=[CH:14][C:7]=1[O:8][CH2:9][C:10]([O:12][CH3:13])=[O:11])(=[O:5])[CH3:4], predict the reaction product. The product is: [Br:1][CH2:4][C:3]([C:6]1[CH:17]=[CH:16][CH:15]=[CH:14][C:7]=1[O:8][CH2:9][C:10]([O:12][CH3:13])=[O:11])=[O:5]. (2) Given the reactants [CH2:1]([O:3][CH:4]([O:18][CH2:19][CH3:20])[P:5]([CH2:10][CH:11]([F:17])[C:12](OCC)=[O:13])([O:7][CH2:8][CH3:9])=[O:6])[CH3:2].[NH4+:21], predict the reaction product. The product is: [NH2:21][C:12](=[O:13])[CH:11]([F:17])[CH2:10][P:5]([CH:4]([O:18][CH2:19][CH3:20])[O:3][CH2:1][CH3:2])(=[O:6])[O:7][CH2:8][CH3:9]. (3) Given the reactants [O:1]=[C:2]1[N:7]([CH2:8][C:9]([OH:11])=O)[N:6]=[N:5][C:4]2[CH:12]=[CH:13][CH:14]=[CH:15][C:3]1=2.[F:16][C:17]1[CH:22]=[CH:21][C:20]([C@@H:23]([NH2:25])[CH3:24])=[CH:19][CH:18]=1, predict the reaction product. The product is: [F:16][C:17]1[CH:22]=[CH:21][C:20]([C@@H:23]([NH:25][C:9](=[O:11])[CH2:8][N:7]2[C:2](=[O:1])[C:3]3[CH:15]=[CH:14][CH:13]=[CH:12][C:4]=3[N:5]=[N:6]2)[CH3:24])=[CH:19][CH:18]=1. (4) Given the reactants Cl.[NH2:2][CH2:3][C:4]([C:6]1[CH:11]=[CH:10][CH:9]=[CH:8][CH:7]=1)=[O:5].[C:12](O[C:12]([O:14][C:15]([CH3:18])([CH3:17])[CH3:16])=[O:13])([O:14][C:15]([CH3:18])([CH3:17])[CH3:16])=[O:13].C(=O)([O-])[O-].[K+].[K+], predict the reaction product. The product is: [C:15]([O:14][C:12]([NH:2][CH2:3][C:4]([C:6]1[CH:11]=[CH:10][CH:9]=[CH:8][CH:7]=1)=[O:5])=[O:13])([CH3:18])([CH3:17])[CH3:16]. (5) Given the reactants [CH3:1][O:2][C:3](=[O:11])[CH2:4][NH:5][CH2:6][CH:7]1[CH2:10][O:9][CH2:8]1.[F:12][C:13]1[CH:18]=[CH:17][C:16]([S:19](Cl)(=[O:21])=[O:20])=[CH:15][CH:14]=1.CCN(C(C)C)C(C)C, predict the reaction product. The product is: [CH3:1][O:2][C:3](=[O:11])[CH2:4][N:5]([S:19]([C:16]1[CH:17]=[CH:18][C:13]([F:12])=[CH:14][CH:15]=1)(=[O:21])=[O:20])[CH2:6][CH:7]1[CH2:8][O:9][CH2:10]1. (6) Given the reactants [NH:1]1[CH2:6][CH2:5][NH:4][CH2:3][CH2:2]1.[H-].[Na+].[CH2:9]1[O:19][C:18]2[CH:17]=[CH:16][C:13]([CH2:14]Cl)=[CH:12][C:11]=2[O:10]1.[OH-:20].[Na+], predict the reaction product. The product is: [CH2:9]1[O:19][C:18]2[CH:17]=[CH:16][C:13]([CH2:14][N:1]3[CH2:6][CH2:5][N:4]([CH2:14][C:13]4[CH:16]=[CH:17][C:18]5[O:20][CH2:9][O:10][C:11]=5[CH:12]=4)[CH2:3][CH2:2]3)=[CH:12][C:11]=2[O:10]1. (7) Given the reactants [CH:1]1([C:4](=O)[CH2:5][NH:6][C:7]2[C:8]([CH3:16])=[CH:9][C:10]([F:15])=[C:11]([CH:14]=2)[C:12]#[N:13])[CH2:3][CH2:2]1.[S-:18][C:19]#[N:20].[K+], predict the reaction product. The product is: [CH:1]1([C:4]2[N:20]=[C:19]([SH:18])[N:6]([C:7]3[C:8]([CH3:16])=[CH:9][C:10]([F:15])=[C:11]([CH:14]=3)[C:12]#[N:13])[CH:5]=2)[CH2:3][CH2:2]1.